Dataset: hERG potassium channel inhibition data for cardiac toxicity prediction from Karim et al.. Task: Regression/Classification. Given a drug SMILES string, predict its toxicity properties. Task type varies by dataset: regression for continuous values (e.g., LD50, hERG inhibition percentage) or binary classification for toxic/non-toxic outcomes (e.g., AMES mutagenicity, cardiotoxicity, hepatotoxicity). Dataset: herg_karim. (1) The compound is CCN(CC)CCOCCC1=CCC2CC1C2(C)C. The result is 1 (blocker). (2) The drug is COc1cc2c(cc1OC)CN(C(=O)N1CCN(C(C)C)CC1)CC2. The result is 0 (non-blocker). (3) The molecule is CS(=O)(=O)N1CCc2c(-c3cnc(N)nc3)nc(N3CCOCC3)nc21. The result is 0 (non-blocker). (4) The result is 0 (non-blocker). The drug is C[C@@H]1CN(C(=O)c2ccccc2)CCN1C(=O)C(=O)c1c[nH]c2ncccc12.